This data is from Catalyst prediction with 721,799 reactions and 888 catalyst types from USPTO. The task is: Predict which catalyst facilitates the given reaction. (1) Reactant: [OH:1][CH2:2][CH2:3][N:4]([CH2:19][CH2:20][C:21]1[C:29]2[C:24](=[CH:25][CH:26]=[CH:27][CH:28]=2)[NH:23][CH:22]=1)[CH:5]1[C:13]2[C:8](=[CH:9][C:10]([C:14]([O:16]CC)=[O:15])=[CH:11][CH:12]=2)[CH2:7][CH2:6]1.[OH-].[K+].C1COCC1.[ClH:37]. Product: [OH:1][CH2:2][CH2:3][N:4]([CH2:19][CH2:20][C:21]1[C:29]2[C:24](=[CH:25][CH:26]=[CH:27][CH:28]=2)[NH:23][CH:22]=1)[CH:5]1[C:13]2[C:8](=[CH:9][C:10]([C:14]([OH:16])=[O:15])=[CH:11][CH:12]=2)[CH2:7][CH2:6]1.[ClH:37]. The catalyst class is: 5. (2) Reactant: C([N:3]1[CH2:8][CH2:7][CH:6]([C:9]2[CH:14]=[CH:13][CH:12]=[C:11]([O:15][CH:16]([CH3:18])[CH3:17])[CH:10]=2)[CH2:5][CH2:4]1)C.Cl[C:20]([O:22][C:23]1[CH:28]=[CH:27][CH:26]=[CH:25][CH:24]=1)=[O:21].[OH-].[Na+]. Product: [C:23]1([O:22][C:20]([N:3]2[CH2:8][CH2:7][CH:6]([C:9]3[CH:14]=[CH:13][CH:12]=[C:11]([O:15][CH:16]([CH3:18])[CH3:17])[CH:10]=3)[CH2:5][CH2:4]2)=[O:21])[CH:28]=[CH:27][CH:26]=[CH:25][CH:24]=1. The catalyst class is: 11. (3) Reactant: [N+:1]([C:4]1[C:13]2[NH:12][C:11](=[O:14])[CH2:10][O:9][C:8]=2[CH:7]=[CH:6][CH:5]=1)([O-])=O.CCOC(C)=O. Product: [NH2:1][C:4]1[C:13]2[NH:12][C:11](=[O:14])[CH2:10][O:9][C:8]=2[CH:7]=[CH:6][CH:5]=1. The catalyst class is: 123. (4) Reactant: [CH3:1][C:2]1([CH3:39])[CH2:11][CH:10]=[C:9]([C:12]2[CH:17]=[CH:16][CH:15]=[C:14]([O:18][Si](CC(C)C)(C)C)[CH:13]=2)[C:8]2[CH:7]=[C:6]([C:26]#[C:27][C:28]3[CH:38]=[CH:37][C:31]([C:32]([O:34][CH2:35][CH3:36])=[O:33])=[CH:30][CH:29]=3)[CH:5]=[CH:4][C:3]1=2.[F-].C([N+](CCCC)(CCCC)CCCC)CCC. Product: [CH3:39][C:2]1([CH3:1])[CH2:11][CH:10]=[C:9]([C:12]2[CH:17]=[CH:16][CH:15]=[C:14]([OH:18])[CH:13]=2)[C:8]2[CH:7]=[C:6]([C:26]#[C:27][C:28]3[CH:29]=[CH:30][C:31]([C:32]([O:34][CH2:35][CH3:36])=[O:33])=[CH:37][CH:38]=3)[CH:5]=[CH:4][C:3]1=2. The catalyst class is: 49. (5) Reactant: [C:1]([O:5][C:6]([N:8]1[CH2:13][CH2:12][CH:11]([N:14]2[C:18]3=[N:19][C:20](Cl)=[N:21][C:22]([O:23][C:24]4[CH:29]=[CH:28][C:27]([S:30]([CH3:33])(=[O:32])=[O:31])=[CH:26][CH:25]=4)=[C:17]3[CH:16]=[N:15]2)[CH2:10][CH2:9]1)=[O:7])([CH3:4])([CH3:3])[CH3:2].[CH3:35][Al](C)C. Product: [C:1]([O:5][C:6]([N:8]1[CH2:13][CH2:12][CH:11]([N:14]2[C:18]3=[N:19][C:20]([CH3:35])=[N:21][C:22]([O:23][C:24]4[CH:29]=[CH:28][C:27]([S:30]([CH3:33])(=[O:32])=[O:31])=[CH:26][CH:25]=4)=[C:17]3[CH:16]=[N:15]2)[CH2:10][CH2:9]1)=[O:7])([CH3:4])([CH3:3])[CH3:2]. The catalyst class is: 7. (6) The catalyst class is: 6. Product: [CH3:1][O:2][C:3](=[O:14])[CH2:4][O:5][C:6]1[CH:11]=[CH:10][C:9]([Cl:12])=[C:8]2[C:7]=1[C:18](=[O:17])[C:19]([CH2:23][C:24]1[CH:29]=[CH:28][C:27]([S:30]([CH3:33])(=[O:31])=[O:32])=[CH:26][CH:25]=1)=[C:20]([CH3:21])[NH:13]2. Reactant: [CH3:1][O:2][C:3](=[O:14])[CH2:4][O:5][C:6]1[CH:11]=[CH:10][C:9]([Cl:12])=[C:8]([NH2:13])[CH:7]=1.C([O:17][C:18](=O)[CH:19]([CH2:23][C:24]1[CH:29]=[CH:28][C:27]([S:30]([CH3:33])(=[O:32])=[O:31])=[CH:26][CH:25]=1)[C:20](=O)[CH3:21])C.O1CCOCC1.C([O-])(=O)C.[Na+]. (7) The catalyst class is: 9. Product: [CH:1]([C:4]1[N:5]=[C:6]([C:32]2[CH:33]=[CH:34][C:35]([C:38]([F:41])([F:39])[F:40])=[CH:36][CH:37]=2)[S:7][C:8]=1[CH2:9][CH2:10][C:11]([C:13]1[CH:18]=[CH:17][C:16]([N:19]([CH3:44])[S:20]([C:23]2[CH:28]=[CH:27][CH:26]=[CH:25][C:24]=2[N+:29]([O-:31])=[O:30])(=[O:21])=[O:22])=[CH:15][CH:14]=1)=[O:12])([CH3:3])[CH3:2]. Reactant: [CH:1]([C:4]1[N:5]=[C:6]([C:32]2[CH:37]=[CH:36][C:35]([C:38]([F:41])([F:40])[F:39])=[CH:34][CH:33]=2)[S:7][C:8]=1[CH2:9][CH2:10][C:11]([C:13]1[CH:18]=[CH:17][C:16]([NH:19][S:20]([C:23]2[CH:28]=[CH:27][CH:26]=[CH:25][C:24]=2[N+:29]([O-:31])=[O:30])(=[O:22])=[O:21])=[CH:15][CH:14]=1)=[O:12])([CH3:3])[CH3:2].IC.[C:44](=O)([O-])[O-].[K+].[K+].Cl. (8) Product: [C:1]([NH:5][O:6][C:36]1[CH:37]=[CH:38][C:39]([C:41]([F:42])([F:43])[F:44])=[CH:40][C:35]=1[C:34](/[N:33]=[C:31]1\[S:32][C:28]([C:24]([CH3:25])([CH3:27])[CH3:26])=[N:29][N:30]\1[CH2:47][CH2:48][CH2:49][C:50]#[N:51])=[O:46])([CH3:4])([CH3:3])[CH3:2]. Reactant: [C:1]([NH:5][OH:6])([CH3:4])([CH3:3])[CH3:2].C(O)(=O)C.C(NO)(C)(C)C.C(=O)(O)[O-].[Na+].[H-].[Na+].[C:24]([C:28]1[S:32]/[C:31](=[N:33]\[C:34](=[O:46])[C:35]2[CH:40]=[C:39]([C:41]([F:44])([F:43])[F:42])[CH:38]=[CH:37][C:36]=2F)/[N:30]([CH2:47][CH2:48][CH2:49][C:50]#[N:51])[N:29]=1)([CH3:27])([CH3:26])[CH3:25]. The catalyst class is: 1. (9) Reactant: [CH3:1][O:2][C:3](=[O:16])[CH2:4][C:5]1[C:13]2[C:8](=[N:9][C:10]([Cl:14])=[CH:11][CH:12]=2)[NH:7][C:6]=1[CH3:15].[H-].[Na+].Br[CH2:20][C:21]1[CH:26]=[CH:25][C:24]([S:27]([CH3:30])(=[O:29])=[O:28])=[CH:23][C:22]=1[C:31]([F:34])([F:33])[F:32].[I-].[Na+]. Product: [CH3:1][O:2][C:3](=[O:16])[CH2:4][C:5]1[C:13]2[C:8](=[N:9][C:10]([Cl:14])=[CH:11][CH:12]=2)[N:7]([CH2:20][C:21]2[CH:26]=[CH:25][C:24]([S:27]([CH3:30])(=[O:29])=[O:28])=[CH:23][C:22]=2[C:31]([F:33])([F:32])[F:34])[C:6]=1[CH3:15]. The catalyst class is: 3.